Dataset: Forward reaction prediction with 1.9M reactions from USPTO patents (1976-2016). Task: Predict the product of the given reaction. (1) Given the reactants [Cl:1][C:2]1[CH:7]=[CH:6][C:5]([NH:8]C(=O)C(C)(C)C)=[C:4]([C:15](=[O:25])[C:16]2[CH:21]=[CH:20][CH:19]=[C:18]([O:22][CH3:23])[C:17]=2[CH3:24])[CH:3]=1.[OH-].[K+], predict the reaction product. The product is: [NH2:8][C:5]1[CH:6]=[CH:7][C:2]([Cl:1])=[CH:3][C:4]=1[C:15]([C:16]1[CH:21]=[CH:20][CH:19]=[C:18]([O:22][CH3:23])[C:17]=1[CH3:24])=[O:25]. (2) Given the reactants [CH2:1]([O:5][C:6]1[CH:7]=[CH:8][C:9](C)=[C:10]([CH:44]=1)[O:11][C:12]1[S:13][CH:14]=[C:15]([C:17]([NH:19][C:20]2[C:21]([O:42][CH3:43])=[N:22][C:23]([NH:28][CH2:29][CH2:30][N:31]([CH:39]([CH3:41])[CH3:40])C(=O)OC(C)(C)C)=[N:24][C:25]=2[O:26][CH3:27])=[O:18])[N:16]=1)[CH:2]([CH3:4])[CH3:3].[C:46](OCC)(=O)[CH3:47], predict the reaction product. The product is: [CH2:1]([O:5][C:6]1[CH:7]=[CH:8][C:9]([CH2:46][CH3:47])=[C:10]([CH:44]=1)[O:11][C:12]1[S:13][CH:14]=[C:15]([C:17]([NH:19][C:20]2[C:25]([O:26][CH3:27])=[N:24][C:23]([NH:28][CH2:29][CH2:30][NH:31][CH:39]([CH3:41])[CH3:40])=[N:22][C:21]=2[O:42][CH3:43])=[O:18])[N:16]=1)[CH:2]([CH3:3])[CH3:4]. (3) Given the reactants [N+:1](=[CH:3][C:4]([O:6][CH2:7][CH3:8])=[O:5])=[N-:2].[C:9]([Si:13]([C:16]#[CH:17])([CH3:15])[CH3:14])([CH3:12])([CH3:11])[CH3:10], predict the reaction product. The product is: [Si:13]([C:16]1[CH:17]=[C:3]([C:4]([O:6][CH2:7][CH3:8])=[O:5])[NH:1][N:2]=1)([C:9]([CH3:12])([CH3:11])[CH3:10])([CH3:15])[CH3:14]. (4) The product is: [Br:20][C:17]1[CH:18]=[CH:19][C:14]([CH:8]([C:5]2[CH:4]=[CH:3][C:2]([Br:1])=[CH:7][CH:6]=2)[S:9][CH2:10][C:11]([NH:25][CH2:21][CH2:22][CH2:23][CH3:24])=[O:13])=[CH:15][CH:16]=1. Given the reactants [Br:1][C:2]1[CH:7]=[CH:6][C:5]([CH:8]([C:14]2[CH:19]=[CH:18][C:17]([Br:20])=[CH:16][CH:15]=2)[S:9][CH2:10][C:11]([OH:13])=O)=[CH:4][CH:3]=1.[CH2:21]([NH2:25])[CH2:22][CH2:23][CH3:24], predict the reaction product.